From a dataset of Experimentally validated miRNA-target interactions with 360,000+ pairs, plus equal number of negative samples. Binary Classification. Given a miRNA mature sequence and a target amino acid sequence, predict their likelihood of interaction. (1) The miRNA is mmu-miR-3059-5p with sequence UUUCCUCUCUGCCCCAUAGGGU. The protein sequence of the target gene is MEAVVNLYHELMKHADPRIQSYPLMGSPLLITSILLTYVYFILSLGPRIMANRKPFQLRGFMIVYNFSLVILSLYIVYEFLMSGWLSTYTWRCDPIDFSNSPEALRMVRVAWLFMLSKVIELMDTVIFILRKKDGQVTFLHVFHHSVLPWSWWWGIKIAPGGMGSFHAMINSSVHVVMYLYYGLSALGPVAQPYLWWKKHMTAIQLIQFVLVSLHISQYYFMPSCNYQYPIIIHLIWMYGTIFFILFSNFWYHSYTKGKRLPRAVQQNGAPATTKVKAN. Result: 0 (no interaction). (2) The miRNA is hsa-miR-548h-3p with sequence CAAAAACCGCAAUUACUUUUGCA. The protein sequence of the target gene is MGEAEVGGGGAAGDKGPGEAATSPAEETVVWSPEVEVCLFHAMLGHKPVGVNRHFHMICIRDKFSQNIGRQVPSKVIWDHLSTMYDMQALHESEILPFPNPERNFVLPEEIIQEVREGKVMIEEEMKEEMKEDVDPHNGADDVFSSSGSLGKASEKSSKDKEKNSSDLGCKEGADKRKRSRVTDKVLTANSNPSSPSAAKRRRT. Result: 1 (interaction).